From a dataset of Catalyst prediction with 721,799 reactions and 888 catalyst types from USPTO. Predict which catalyst facilitates the given reaction. (1) Reactant: [CH3:1][C:2]1[CH:3]=[CH:4][C:5]([N:8]([CH:16]2[CH2:21][CH2:20][N:19]([CH2:22][CH2:23][C:24]3([CH2:30][C:31]([NH:33][CH2:34][C:35]([O:37]CC)=[O:36])=[O:32])[CH2:29][CH2:28][CH2:27][CH2:26][CH2:25]3)[CH2:18][CH2:17]2)[C:9]([C:11]2[O:12][CH:13]=[CH:14][CH:15]=2)=[O:10])=[N:6][CH:7]=1.[OH-].[Na+].C(O)(=O)C. Product: [CH3:1][C:2]1[CH:3]=[CH:4][C:5]([N:8]([CH:16]2[CH2:21][CH2:20][N:19]([CH2:22][CH2:23][C:24]3([CH2:30][C:31]([NH:33][CH2:34][C:35]([OH:37])=[O:36])=[O:32])[CH2:29][CH2:28][CH2:27][CH2:26][CH2:25]3)[CH2:18][CH2:17]2)[C:9]([C:11]2[O:12][CH:13]=[CH:14][CH:15]=2)=[O:10])=[N:6][CH:7]=1. The catalyst class is: 5. (2) Reactant: O[CH2:2][N:3]1[CH2:7][CH:6]([CH2:8][CH2:9][CH3:10])[CH2:5][C:4]1=[O:11].S(Cl)(Cl)=O.[CH3:16][C:17]1[CH:18]=[N:19][C:20]2[N:21]([N:23]=[C:24]([C:26]3[CH:31]=[CH:30][CH:29]=[CH:28][CH:27]=3)[CH:25]=2)[CH:22]=1.[Al+3].[Cl-].[Cl-].[Cl-]. Product: [CH3:16][C:17]1[CH:18]=[N:19][C:20]2[N:21]([N:23]=[C:24]([C:26]3[CH:27]=[CH:28][CH:29]=[CH:30][CH:31]=3)[C:25]=2[CH2:2][N:3]2[CH2:7][CH:6]([CH2:8][CH2:9][CH3:10])[CH2:5][C:4]2=[O:11])[CH:22]=1. The catalyst class is: 11. (3) Reactant: [N:1]1[CH:5]=[C:4]([CH2:6][CH2:7][N:8]2[CH:13]([C:14]3[C:19]([CH3:20])=[CH:18][CH:17]=[CH:16][N:15]=3)[CH2:12][CH2:11][CH2:10][CH:9]2[C:21]2[C:26]([CH3:27])=[CH:25][CH:24]=[CH:23][N:22]=2)[NH:3][CH:2]=1.[H-].[Na+].[CH2:30](Br)[C:31]1[CH:36]=[CH:35][CH:34]=[CH:33][CH:32]=1. Product: [CH2:30]([N:1]1[CH:5]=[C:4]([CH2:6][CH2:7][N:8]2[CH:9]([C:21]3[C:26]([CH3:27])=[CH:25][CH:24]=[CH:23][N:22]=3)[CH2:10][CH2:11][CH2:12][CH:13]2[C:14]2[C:19]([CH3:20])=[CH:18][CH:17]=[CH:16][N:15]=2)[N:3]=[CH:2]1)[C:31]1[CH:36]=[CH:35][CH:34]=[CH:33][CH:32]=1. The catalyst class is: 1. (4) Reactant: [CH2:1]([O:3][C:4](=[O:15])/[CH:5]=[C:6](/[O:8][C:9]1[CH:14]=[CH:13][CH:12]=[CH:11][CH:10]=1)\[CH3:7])[CH3:2].[Br:16]N1C(=O)CCC1=O.C(OOC(=O)C1C=CC=CC=1)(=O)C1C=CC=CC=1. Product: [CH2:1]([O:3][C:4](=[O:15])/[CH:5]=[C:6](/[O:8][C:9]1[CH:14]=[CH:13][CH:12]=[CH:11][CH:10]=1)\[CH2:7][Br:16])[CH3:2]. The catalyst class is: 53. (5) Reactant: C(O[C:4]([C:6]1[C:7]2[S:15][CH:14]=[C:13]([CH2:16][O:17][C:18]3[CH:23]=[CH:22][C:21]([Br:24])=[CH:20][CH:19]=3)[C:8]=2[C:9]([NH2:12])=[N:10][CH:11]=1)=[O:5])C.[NH2:25][CH:26]([CH2:29][OH:30])[CH2:27][OH:28]. Product: [OH:28][CH2:27][CH:26]([NH:25][C:4]([C:6]1[C:7]2[S:15][CH:14]=[C:13]([CH2:16][O:17][C:18]3[CH:23]=[CH:22][C:21]([Br:24])=[CH:20][CH:19]=3)[C:8]=2[C:9]([NH2:12])=[N:10][CH:11]=1)=[O:5])[CH2:29][OH:30]. The catalyst class is: 370. (6) Reactant: [CH2:1]([O:8][C:9]1[CH:14]=[CH:13][C:12]([C:15](=[O:23])[CH:16]=[C:17]([C:19]([O:21][CH3:22])=[O:20])[O-])=[CH:11][CH:10]=1)[C:2]1[CH:7]=[CH:6][CH:5]=[CH:4][CH:3]=1.[Na+].[Cl-].O[NH3+:27].CO. Product: [CH3:22][O:21][C:19]([C:17]1[CH:16]=[C:15]([C:12]2[CH:13]=[CH:14][C:9]([O:8][CH2:1][C:2]3[CH:7]=[CH:6][CH:5]=[CH:4][CH:3]=3)=[CH:10][CH:11]=2)[O:23][N:27]=1)=[O:20]. The catalyst class is: 6. (7) Reactant: [CH3:1][O:2][C:3]1[CH:4]=[C:5]([CH:8]=[C:9]([O:12][CH3:13])[C:10]=1[CH3:11])[C:6]#[N:7].[Br:14]N1C(=O)CCC1=O.C(OOC(=O)C1C=CC=CC=1)(=O)C1C=CC=CC=1. Product: [Br:14][CH2:11][C:10]1[C:9]([O:12][CH3:13])=[CH:8][C:5]([C:6]#[N:7])=[CH:4][C:3]=1[O:2][CH3:1]. The catalyst class is: 53. (8) Reactant: [CH:1]1([NH2:5])[CH2:4][CH2:3][CH2:2]1.C([O-])([O-])=O.[K+].[K+].[C:12]([O:16][C:17](=[O:27])[NH:18][C:19]1[CH:24]=[N:23][C:22]([CH2:25]Br)=[CH:21][N:20]=1)([CH3:15])([CH3:14])[CH3:13]. Product: [C:12]([O:16][C:17](=[O:27])[NH:18][C:19]1[CH:24]=[N:23][C:22]([CH2:25][NH:5][CH:1]2[CH2:4][CH2:3][CH2:2]2)=[CH:21][N:20]=1)([CH3:15])([CH3:14])[CH3:13]. The catalyst class is: 1. (9) Reactant: Cl.[CH3:2][S:3][C:4]1([C:10]([O:12][CH2:13][CH3:14])=[O:11])[CH2:9][CH2:8][NH:7][CH2:6][CH2:5]1.CCN(C(C)C)C(C)C.[Br:24][C:25]1[CH:26]=[N:27][C:28](Cl)=[N:29][CH:30]=1.CCCCCC. Product: [Br:24][C:25]1[CH:26]=[N:27][C:28]([N:7]2[CH2:8][CH2:9][C:4]([S:3][CH3:2])([C:10]([O:12][CH2:13][CH3:14])=[O:11])[CH2:5][CH2:6]2)=[N:29][CH:30]=1. The catalyst class is: 14. (10) Reactant: [OH-].[K+].[Cl:3][C:4]1[CH:5]=[CH:6][C:7]2[N:8]([N:10]=[C:11]([C:17]3[CH:22]=[CH:21][CH:20]=[CH:19][CH:18]=3)[C:12]=2[C:13]([O:15]C)=[O:14])[CH:9]=1.Cl. Product: [Cl:3][C:4]1[CH:5]=[CH:6][C:7]2[N:8]([N:10]=[C:11]([C:17]3[CH:18]=[CH:19][CH:20]=[CH:21][CH:22]=3)[C:12]=2[C:13]([OH:15])=[O:14])[CH:9]=1. The catalyst class is: 5.